Dataset: Full USPTO retrosynthesis dataset with 1.9M reactions from patents (1976-2016). Task: Predict the reactants needed to synthesize the given product. (1) The reactants are: [NH:1]1[C:5]2=[N:6][CH:7]=[C:8]([C:10]3[CH:11]=[CH:12][C:13]4[N:14]=[CH:15][NH:16][C:17](=O)[C:18]=4[N:19]=3)[CH:9]=[C:4]2[CH:3]=[CH:2]1.[CH3:21][O:22][C:23]1[CH:24]=[C:25]2[C:30](=[CH:31][C:32]=1[O:33][CH3:34])[CH2:29][NH:28][CH2:27][CH2:26]2.F[P-](F)(F)(F)(F)F.N1(O[P+](N(C)C)(N(C)C)N(C)C)C2C=CC=CC=2N=N1.N12CCCN=C1CCCCC2. Given the product [CH3:21][O:22][C:23]1[CH:24]=[C:25]2[C:30](=[CH:31][C:32]=1[O:33][CH3:34])[CH2:29][N:28]([C:17]1[C:18]3[N:19]=[C:10]([C:8]4[CH:9]=[C:4]5[CH:3]=[CH:2][NH:1][C:5]5=[N:6][CH:7]=4)[CH:11]=[CH:12][C:13]=3[N:14]=[CH:15][N:16]=1)[CH2:27][CH2:26]2, predict the reactants needed to synthesize it. (2) Given the product [C:1]([O:6][CH:7]([O:9][C:10]([O:12][CH:13]1[CH2:18][C:17](=[O:19])[NH:16][C:14]1=[O:15])=[O:11])[CH3:8])(=[O:5])[CH:2]([CH3:4])[CH3:3].[Cl:28][C:29]1[CH:30]=[C:31]([CH:32]=[CH:33][CH:34]=1)[C:35]([OH:37])=[O:36], predict the reactants needed to synthesize it. The reactants are: [C:1]([O:6][CH:7]([O:9][C:10]([O:12][CH:13]1[CH2:18][C:17](=[O:19])[NH:16][C:14]1=[O:15])=[O:11])[CH3:8])(=[O:5])[CH:2]([CH3:4])[CH3:3].ON1C(=O)CCC1=O.[Cl:28][C:29]1[CH:34]=[CH:33][CH:32]=[C:31]([C:35]([O:37]O)=[O:36])[CH:30]=1.